From a dataset of Catalyst prediction with 721,799 reactions and 888 catalyst types from USPTO. Predict which catalyst facilitates the given reaction. (1) The catalyst class is: 8. Product: [CH2:1]([O:3][C:4]1[CH:9]=[C:8]([C:10]([NH:12][CH2:13][CH3:14])=[O:11])[CH:7]=[CH:6][C:5]=1[N:15]1[CH:19]=[C:18]([C:20]([OH:22])=[O:21])[N:17]=[N:16]1)[CH3:2]. Reactant: [CH2:1]([O:3][C:4]1[CH:9]=[C:8]([C:10]([NH:12][CH2:13][CH3:14])=[O:11])[CH:7]=[CH:6][C:5]=1[N:15]1[CH:19]=[C:18]([C:20]([O:22]CC)=[O:21])[N:17]=[N:16]1)[CH3:2].[OH-].[Na+].O. (2) Reactant: [Cl-].[CH3:2][C:3]1[N:8]2[N:9]=[C:10]([CH2:12][P+](C3C=CC=CC=3)(C3C=CC=CC=3)C3C=CC=CC=3)[N:11]=[C:7]2[C:6]([CH3:32])=[N:5][CH:4]=1.[CH2:33]([O:40][C:41]1[CH:42]=[CH:43][C:44]([CH:47]=O)=[N:45][CH:46]=1)[C:34]1[CH:39]=[CH:38][CH:37]=[CH:36][CH:35]=1.C1CCN2C(=NCCC2)CC1. Product: [CH2:33]([O:40][C:41]1[CH:42]=[CH:43][C:44](/[CH:47]=[CH:12]/[C:10]2[N:11]=[C:7]3[C:6]([CH3:32])=[N:5][CH:4]=[C:3]([CH3:2])[N:8]3[N:9]=2)=[N:45][CH:46]=1)[C:34]1[CH:35]=[CH:36][CH:37]=[CH:38][CH:39]=1. The catalyst class is: 1. (3) Reactant: [CH:1]([C:3]1[C:8]([N+:9]([O-])=O)=[CH:7][CH:6]=[CH:5][N:4]=1)=[CH2:2]. Product: [CH2:1]([C:3]1[C:8]([NH2:9])=[CH:7][CH:6]=[CH:5][N:4]=1)[CH3:2]. The catalyst class is: 19.